From a dataset of Forward reaction prediction with 1.9M reactions from USPTO patents (1976-2016). Predict the product of the given reaction. Given the reactants CCN(C(C)C)C(C)C.C1CN([P+](ON2N=NC3C=CC=CC2=3)(N2CCCC2)N2CCCC2)CC1.F[P-](F)(F)(F)(F)F.[C:43]([O:47][C:48]([NH:50][C:51]1[S:55][C:54]([C:56]2[C:61]([F:62])=[CH:60][CH:59]=[CH:58][C:57]=2[F:63])=[N:53][C:52]=1[C:64]([OH:66])=O)=[O:49])([CH3:46])([CH3:45])[CH3:44].[NH2:67][C:68]1[CH:69]=[N:70][N:71]([CH3:82])[C:72]=1[N:73]1[CH2:79][CH2:78][CH2:77][C:76]([CH3:81])([OH:80])[CH2:75][CH2:74]1, predict the reaction product. The product is: [F:62][C:61]1[CH:60]=[CH:59][CH:58]=[C:57]([F:63])[C:56]=1[C:54]1[S:55][C:51]([NH:50][C:48](=[O:49])[O:47][C:43]([CH3:44])([CH3:45])[CH3:46])=[C:52]([C:64](=[O:66])[NH:67][C:68]2[CH:69]=[N:70][N:71]([CH3:82])[C:72]=2[N:73]2[CH2:79][CH2:78][CH2:77][C:76]([OH:80])([CH3:81])[CH2:75][CH2:74]2)[N:53]=1.